This data is from Forward reaction prediction with 1.9M reactions from USPTO patents (1976-2016). The task is: Predict the product of the given reaction. (1) Given the reactants [C:1]1([CH3:15])[CH:6]=[C:5]([CH3:7])[CH:4]=[C:3]([CH3:8])[C:2]=1[C:9](=[C:13]=[O:14])[C:10](Cl)=[O:11].[F:16][C:17]1[CH:22]=[CH:21][C:20]([S:23][CH2:24][CH2:25][C:26]([O:28][Si](C)(C)C)=[CH2:27])=[CH:19][CH:18]=1, predict the reaction product. The product is: [F:16][C:17]1[CH:22]=[CH:21][C:20]([S:23][CH2:24][CH2:25][C:26]2[O:28][C:10](=[O:11])[C:9]([C:2]3[C:3]([CH3:8])=[CH:4][C:5]([CH3:7])=[CH:6][C:1]=3[CH3:15])=[C:13]([OH:14])[CH:27]=2)=[CH:19][CH:18]=1. (2) The product is: [F:1][C:2]1[CH:3]=[CH:4][C:5]([O:19][CH3:20])=[C:6]([C:8]([CH3:18])([CH3:17])[CH2:9][C:10]([OH:11])([C:13]([F:16])([F:15])[F:14])[CH2:12][NH:21][C:22]2[CH:30]=[C:29]([CH3:31])[CH:28]=[C:27]3[C:23]=2[CH:24]=[N:25][N:26]3[C:32]2[CH:33]=[C:34]([CH:45]=[CH:46][CH:47]=2)[C:35]([O:37][CH2:38][C:39]2[CH:40]=[CH:41][CH:42]=[CH:43][CH:44]=2)=[O:36])[CH:7]=1. Given the reactants [F:1][C:2]1[CH:3]=[CH:4][C:5]([O:19][CH3:20])=[C:6]([C:8]([CH3:18])([CH3:17])[CH2:9][C:10]2([C:13]([F:16])([F:15])[F:14])[CH2:12][O:11]2)[CH:7]=1.[NH2:21][C:22]1[CH:30]=[C:29]([CH3:31])[CH:28]=[C:27]2[C:23]=1[CH:24]=[N:25][N:26]2[C:32]1[CH:33]=[C:34]([CH:45]=[CH:46][CH:47]=1)[C:35]([O:37][CH2:38][C:39]1[CH:44]=[CH:43][CH:42]=[CH:41][CH:40]=1)=[O:36].[O-]S(C(F)(F)F)(=O)=O.[Yb+3].[O-]S(C(F)(F)F)(=O)=O.[O-]S(C(F)(F)F)(=O)=O, predict the reaction product.